From a dataset of NCI-60 drug combinations with 297,098 pairs across 59 cell lines. Regression. Given two drug SMILES strings and cell line genomic features, predict the synergy score measuring deviation from expected non-interaction effect. (1) Drug 1: C1C(C(OC1N2C=NC3=C(N=C(N=C32)Cl)N)CO)O. Drug 2: C#CCC(CC1=CN=C2C(=N1)C(=NC(=N2)N)N)C3=CC=C(C=C3)C(=O)NC(CCC(=O)O)C(=O)O. Cell line: CCRF-CEM. Synergy scores: CSS=65.3, Synergy_ZIP=-1.33, Synergy_Bliss=-2.81, Synergy_Loewe=-2.49, Synergy_HSA=0.192. (2) Drug 1: CC12CCC(CC1=CCC3C2CCC4(C3CC=C4C5=CN=CC=C5)C)O. Drug 2: CCC(=C(C1=CC=CC=C1)C2=CC=C(C=C2)OCCN(C)C)C3=CC=CC=C3.C(C(=O)O)C(CC(=O)O)(C(=O)O)O. Cell line: SNB-75. Synergy scores: CSS=2.79, Synergy_ZIP=0.334, Synergy_Bliss=4.34, Synergy_Loewe=2.53, Synergy_HSA=2.88. (3) Synergy scores: CSS=15.5, Synergy_ZIP=7.00, Synergy_Bliss=3.35, Synergy_Loewe=-3.62, Synergy_HSA=1.88. Cell line: PC-3. Drug 2: C1=C(C(=O)NC(=O)N1)N(CCCl)CCCl. Drug 1: C1CCC(C1)C(CC#N)N2C=C(C=N2)C3=C4C=CNC4=NC=N3. (4) Synergy scores: CSS=21.4, Synergy_ZIP=-4.59, Synergy_Bliss=2.48, Synergy_Loewe=-14.4, Synergy_HSA=0.469. Drug 2: C1=CC(=CC=C1C#N)C(C2=CC=C(C=C2)C#N)N3C=NC=N3. Cell line: OVCAR-5. Drug 1: CC1C(C(CC(O1)OC2CC(CC3=C2C(=C4C(=C3O)C(=O)C5=C(C4=O)C(=CC=C5)OC)O)(C(=O)C)O)N)O.Cl. (5) Drug 1: CC12CCC3C(C1CCC2=O)CC(=C)C4=CC(=O)C=CC34C. Drug 2: C1=NC2=C(N=C(N=C2N1C3C(C(C(O3)CO)O)O)F)N. Cell line: TK-10. Synergy scores: CSS=35.2, Synergy_ZIP=-1.39, Synergy_Bliss=-4.19, Synergy_Loewe=-4.42, Synergy_HSA=-4.34. (6) Drug 1: COC1=C(C=C2C(=C1)N=CN=C2NC3=CC(=C(C=C3)F)Cl)OCCCN4CCOCC4. Drug 2: CCN(CC)CCNC(=O)C1=C(NC(=C1C)C=C2C3=C(C=CC(=C3)F)NC2=O)C. Cell line: NCI-H522. Synergy scores: CSS=33.4, Synergy_ZIP=1.36, Synergy_Bliss=1.07, Synergy_Loewe=-4.73, Synergy_HSA=-0.649. (7) Drug 1: COC1=NC(=NC2=C1N=CN2C3C(C(C(O3)CO)O)O)N. Drug 2: C1CC(=O)NC(=O)C1N2C(=O)C3=CC=CC=C3C2=O. Cell line: MOLT-4. Synergy scores: CSS=69.5, Synergy_ZIP=5.65, Synergy_Bliss=5.71, Synergy_Loewe=-11.0, Synergy_HSA=6.76. (8) Drug 1: CC1OCC2C(O1)C(C(C(O2)OC3C4COC(=O)C4C(C5=CC6=C(C=C35)OCO6)C7=CC(=C(C(=C7)OC)O)OC)O)O. Drug 2: C(CCl)NC(=O)N(CCCl)N=O. Cell line: MDA-MB-435. Synergy scores: CSS=4.51, Synergy_ZIP=0.581, Synergy_Bliss=5.08, Synergy_Loewe=-6.14, Synergy_HSA=0.784.